This data is from Reaction yield outcomes from USPTO patents with 853,638 reactions. The task is: Predict the reaction yield, written as a fraction of the theoretical maximum amount of product (1.0 means a 100% yield; for example, 0.34 means a 34% yield). (1) The reactants are [Mg].C[Si](Cl)(C)C.[Cl:7][C:8]1[CH:9]=[C:10]([C:17]([CH3:26])([CH3:25])[CH2:18][C:19](=[O:24])[C:20](F)([F:22])[F:21])[C:11]2[O:15][CH2:14][CH2:13][C:12]=2[CH:16]=1. The catalyst is CN(C=O)C. The product is [Cl:7][C:8]1[CH:9]=[C:10]([C:17]([CH3:26])([CH3:25])[CH2:18][C:19](=[O:24])[CH:20]([F:21])[F:22])[C:11]2[O:15][CH2:14][CH2:13][C:12]=2[CH:16]=1. The yield is 0.480. (2) The reactants are [Si:1]([O:8][C@@H:9]1[C@@:26]2([CH3:27])[C:13](=[CH:14][CH:15]=[C:16]3[C@@H:25]2[CH2:24][CH2:23][C@@:21]2([CH3:22])[C@H:17]3[CH2:18][CH:19]=[C:20]2[CH2:28][OH:29])[CH2:12][C@@H:11]([O:30][Si:31]([C:34]([CH3:37])([CH3:36])[CH3:35])([CH3:33])[CH3:32])[CH2:10]1)([C:4]([CH3:7])([CH3:6])[CH3:5])([CH3:3])[CH3:2].[H-].[Na+].C1OCCOCCOCCOCCOC1.Br[CH2:56][C:57]([O:59][C:60]([CH3:63])([CH3:62])[CH3:61])=[O:58]. The catalyst is O1CCCC1.C(OCC)(=O)C. The product is [Si:1]([O:8][C@@H:9]1[C@@:26]2([CH3:27])[C:13](=[CH:14][CH:15]=[C:16]3[C@@H:25]2[CH2:24][CH2:23][C@@:21]2([CH3:22])[C@H:17]3[CH2:18][CH:19]=[C:20]2[CH2:28][O:29][CH2:56][C:57]([O:59][C:60]([CH3:63])([CH3:62])[CH3:61])=[O:58])[CH2:12][C@@H:11]([O:30][Si:31]([C:34]([CH3:37])([CH3:36])[CH3:35])([CH3:32])[CH3:33])[CH2:10]1)([C:4]([CH3:7])([CH3:6])[CH3:5])([CH3:3])[CH3:2]. The yield is 0.780. (3) The reactants are Cl[C:2]1[CH:7]=[N:6][CH:5]=[CH:4][N:3]=1.C(=O)([O-])[O-].[K+].[K+].C(C([NH:20][CH:21]1[CH2:26][CH2:25][NH:24][CH2:23][CH2:22]1)=O)(C)(C)C.C(Cl)(Cl)Cl. The catalyst is O1CCOCC1. The product is [NH2:20][CH:21]1[CH2:26][CH2:25][N:24]([C:2]2[CH:7]=[N:6][CH:5]=[CH:4][N:3]=2)[CH2:23][CH2:22]1. The yield is 0.930. (4) The reactants are [N+:1]([O-:4])(O)=[O:2].[CH3:5][S:6][C:7]1[S:8][C:9]2[CH:15]=[CH:14][CH:13]=[CH:12][C:10]=2[N:11]=1. The catalyst is S(=O)(=O)(O)O. The product is [CH3:5][S:6][C:7]1[S:8][C:9]2[CH:15]=[C:14]([N+:1]([O-:4])=[O:2])[CH:13]=[CH:12][C:10]=2[N:11]=1. The yield is 0.910. (5) The catalyst is C(Cl)Cl. The reactants are [N+:1]([C:4]1[CH:9]=[CH:8][C:7]([CH2:10][CH2:11][C:12](=[O:17])[CH2:13][C:14](=[O:16])[CH3:15])=[CH:6][CH:5]=1)([O-])=O.[Si]([CH:22]([OH:29])[CH:23](O)[Si](C)(C)C)(C)(C)C.[Si](OS(C(F)(F)F)(=O)=O)(C)(C)C.[H][H].[CH3:44][CH2:45][O:46]C(C)=O. The product is [CH3:15][C:14]1([CH2:13][C:12]2([CH2:11][CH2:10][C:7]3[CH:8]=[CH:9][C:4]([NH2:1])=[CH:5][CH:6]=3)[O:17][CH2:23][CH2:22][O:29]2)[O:46][CH2:45][CH2:44][O:16]1. The yield is 1.00. (6) The reactants are [C:1](OC(=O)C)(=[O:3])[CH3:2].[NH2:8][CH2:9][C:10]1([C:23]2[CH:28]=[CH:27][C:26]([Cl:29])=[CH:25][CH:24]=2)[CH2:15][CH2:14][N:13]([C:16]([O:18][C:19]([CH3:22])([CH3:21])[CH3:20])=[O:17])[CH2:12][CH2:11]1.CCN(C(C)C)C(C)C. The catalyst is C(Cl)Cl. The product is [Cl:29][C:26]1[CH:25]=[CH:24][C:23]([C:10]2([CH2:9][NH:8][C:1](=[O:3])[CH3:2])[CH2:11][CH2:12][N:13]([C:16]([O:18][C:19]([CH3:22])([CH3:21])[CH3:20])=[O:17])[CH2:14][CH2:15]2)=[CH:28][CH:27]=1. The yield is 0.990. (7) The reactants are [CH3:1][NH+:2]([CH2:17][CH:18]([CH2:24][CH3:25])[CH2:19][S:20]([O-:23])(=[O:22])=[O:21])[CH2:3][CH2:4][CH2:5][CH2:6][CH2:7][CH2:8][CH2:9][CH2:10][CH2:11][CH2:12][CH2:13][CH2:14][CH2:15][CH3:16].[C:26]([O-])([O-])=O.[K+].[K+].CI. The catalyst is ClCCl. The product is [CH3:1][N+:2]([CH2:17][CH:18]([CH2:24][CH3:25])[CH2:19][S:20]([O-:23])(=[O:22])=[O:21])([CH3:26])[CH2:3][CH2:4][CH2:5][CH2:6][CH2:7][CH2:8][CH2:9][CH2:10][CH2:11][CH2:12][CH2:13][CH2:14][CH2:15][CH3:16]. The yield is 0.870. (8) The reactants are Br[CH2:2][C:3]([C:5]1[CH:10]=[CH:9][C:8]([Br:11])=[CH:7][C:6]=1F)=[O:4].[C:13]([O:17][C:18]([N:20]1[CH2:24][C@H:23]([C:25]#[N:26])[CH2:22][C@H:21]1[C:27]([OH:29])=[O:28])=[O:19])([CH3:16])([CH3:15])[CH3:14].CCN(C(C)C)C(C)C. The catalyst is C(#N)C. The product is [C:13]([O:17][C:18]([N:20]1[CH2:24][C@H:23]([C:25]#[N:26])[CH2:22][C@H:21]1[C:27]([O:29][CH2:2][C:3]([C:5]1[CH:10]=[CH:9][C:8]([Br:11])=[CH:7][CH:6]=1)=[O:4])=[O:28])=[O:19])([CH3:16])([CH3:14])[CH3:15]. The yield is 0.810. (9) The reactants are [CH2:1]([O:8][C:9]1[CH:14]=[CH:13][CH:12]=[C:11]([CH:15]([CH3:17])[CH3:16])[CH:10]=1)[C:2]1[CH:7]=[CH:6][CH:5]=[CH:4][CH:3]=1.[Br:18]N1C(=O)CCC1=O. The catalyst is C(Cl)(Cl)(Cl)Cl. The product is [CH2:1]([O:8][C:9]1[CH:14]=[CH:13][C:12]([Br:18])=[C:11]([CH:15]([CH3:17])[CH3:16])[CH:10]=1)[C:2]1[CH:3]=[CH:4][CH:5]=[CH:6][CH:7]=1. The yield is 0.930.